The task is: Predict the reactants needed to synthesize the given product.. This data is from Full USPTO retrosynthesis dataset with 1.9M reactions from patents (1976-2016). Given the product [CH:2]([C:12]1[CH:13]=[C:8]([OH:14])[CH:9]=[CH:10][C:11]=1[C:18]([C:20]1[CH:22]=[CH:23][CH:24]=[CH:25][CH:26]=1)=[O:19])([CH3:3])[CH3:1], predict the reactants needed to synthesize it. The reactants are: [C:1](O)(=O)[CH2:2][CH:3](C)C.[C:8]1([OH:14])[CH:13]=[CH:12][CH:11]=[CH:10][CH:9]=1.CCO[C:18]([CH3:20])=[O:19].C[CH2:22][CH2:23][CH2:24][CH2:25][CH3:26].